Predict the reaction yield, written as a fraction of the theoretical maximum amount of product (1.0 means a 100% yield; for example, 0.34 means a 34% yield). From a dataset of Reaction yield outcomes from USPTO patents with 853,638 reactions. (1) The reactants are [C:1]([C:3]1[CH:4]=[C:5]([NH:9][C:10](=[O:33])[NH:11][C:12]2[CH:17]=[CH:16][C:15]([S:18]([NH:21][CH2:22][C:23]3[CH:28]=[CH:27][C:26]([S:29](=[O:32])(=[O:31])[NH2:30])=[CH:25][CH:24]=3)(=[O:20])=[O:19])=[CH:14][CH:13]=2)[CH:6]=[CH:7][CH:8]=1)#[N:2].[CH3:34][N:35]([CH3:41])[CH:36]1[CH2:40][CH2:39][NH:38][CH2:37]1. No catalyst specified. The product is [CH3:34][N:35]([CH3:41])[CH:36]1[CH2:40][CH2:39][N:38]([C:1](=[NH:2])[C:3]2[CH:4]=[C:5]([NH:9][C:10](=[O:33])[NH:11][C:12]3[CH:17]=[CH:16][C:15]([S:18]([NH:21][CH2:22][C:23]4[CH:28]=[CH:27][C:26]([S:29](=[O:31])(=[O:32])[NH2:30])=[CH:25][CH:24]=4)(=[O:20])=[O:19])=[CH:14][CH:13]=3)[CH:6]=[CH:7][CH:8]=2)[CH2:37]1. The yield is 0.0900. (2) The reactants are [S:1]1[CH:5]=[CH:4][C:3]([C:6]2[CH:11]=[CH:10][N:9]3[C:12]([C:15]4[CH:22]=[CH:21][C:18]([CH2:19][NH2:20])=[CH:17][CH:16]=4)=[CH:13][N:14]=[C:8]3[CH:7]=2)=[CH:2]1.ClC(Cl)(Cl)C[O:26][C:27](=O)[NH:28][C:29]1[N:30]([C:38]2[CH:43]=[CH:42][C:41]([CH3:44])=[CH:40][CH:39]=2)[N:31]=[C:32]([C:34]([CH3:37])([CH3:36])[CH3:35])[CH:33]=1.C(N(C(C)C)CC)(C)C. The catalyst is CS(C)=O. The product is [C:34]([C:32]1[CH:33]=[C:29]([NH:28][C:27]([NH:20][CH2:19][C:18]2[CH:21]=[CH:22][C:15]([C:12]3[N:9]4[CH:10]=[CH:11][C:6]([C:3]5[CH:4]=[CH:5][S:1][CH:2]=5)=[CH:7][C:8]4=[N:14][CH:13]=3)=[CH:16][CH:17]=2)=[O:26])[N:30]([C:38]2[CH:43]=[CH:42][C:41]([CH3:44])=[CH:40][CH:39]=2)[N:31]=1)([CH3:37])([CH3:35])[CH3:36]. The yield is 0.210. (3) The reactants are [Cl:1][C:2]1[CH:7]=[CH:6][C:5]([CH2:8][C:9]#[N:10])=[C:4]([F:11])[CH:3]=1.[Cl:12][C:13]1[CH:20]=[CH:19][C:16](C=O)=[CH:15][C:14]=1[F:21].[CH3:22][O-].[Na+]. The catalyst is CO. The product is [Cl:12][C:13]1[CH:20]=[C:19](/[CH:22]=[C:8](/[C:5]2[CH:6]=[CH:7][C:2]([Cl:1])=[CH:3][C:4]=2[F:11])\[C:9]#[N:10])[CH:16]=[CH:15][C:14]=1[F:21]. The yield is 0.500. (4) The reactants are [Cl:1][C:2]1[N:7]=[CH:6][C:5]([S:8](Cl)(=[O:10])=[O:9])=[CH:4][CH:3]=1.[CH3:12][NH:13][CH2:14][CH2:15][N:16]1[CH2:20][CH2:19][CH2:18][CH2:17]1. The catalyst is C(Cl)Cl. The product is [Cl:1][C:2]1[N:7]=[CH:6][C:5]([S:8]([N:13]([CH3:12])[CH2:14][CH2:15][N:16]2[CH2:20][CH2:19][CH2:18][CH2:17]2)(=[O:10])=[O:9])=[CH:4][CH:3]=1. The yield is 0.800. (5) The reactants are Cl[C:2]1[N:10]=[C:9]2[C:5]([N:6]=[C:7]([CH2:12][CH2:13][N:14]3[CH2:17][CH:16]([N:18]4[CH2:23][CH2:22][S:21](=[O:25])(=[O:24])[CH2:20][CH2:19]4)[CH2:15]3)[N:8]2[CH3:11])=[C:4]([N:26]2[CH2:31][CH2:30][O:29][CH2:28][CH2:27]2)[N:3]=1.[CH2:32]([C:34]1[NH:35][C:36]2[CH:42]=[CH:41][CH:40]=[CH:39][C:37]=2[N:38]=1)[CH3:33].CC(C1C=C(C(C)C)C(C2C=CC=CC=2P(C2CCCCC2)C2CCCCC2)=C(C(C)C)C=1)C.C([O-])([O-])=O.[Cs+].[Cs+]. The catalyst is O1CCOCC1.C1C=CC(/C=C/C(/C=C/C2C=CC=CC=2)=O)=CC=1.C1C=CC(/C=C/C(/C=C/C2C=CC=CC=2)=O)=CC=1.C1C=CC(/C=C/C(/C=C/C2C=CC=CC=2)=O)=CC=1.[Pd].[Pd]. The product is [CH2:32]([C:34]1[N:35]([C:2]2[N:10]=[C:9]3[C:5]([N:6]=[C:7]([CH2:12][CH2:13][N:14]4[CH2:15][CH:16]([N:18]5[CH2:23][CH2:22][S:21](=[O:24])(=[O:25])[CH2:20][CH2:19]5)[CH2:17]4)[N:8]3[CH3:11])=[C:4]([N:26]3[CH2:27][CH2:28][O:29][CH2:30][CH2:31]3)[N:3]=2)[C:36]2[CH:42]=[CH:41][CH:40]=[CH:39][C:37]=2[N:38]=1)[CH3:33]. The yield is 0.690.